This data is from Reaction yield outcomes from USPTO patents with 853,638 reactions. The task is: Predict the reaction yield, written as a fraction of the theoretical maximum amount of product (1.0 means a 100% yield; for example, 0.34 means a 34% yield). (1) The reactants are [N:1]1[CH:6]=[CH:5][CH:4]=[C:3]([NH2:7])[CH:2]=1.C(N(CC)CC)C.Cl[C:16](Cl)([O:18]C(=O)OC(Cl)(Cl)Cl)Cl.[Cl:27][C:28]1[CH:29]=[C:30]([C:34]2[CH:35]=[CH:36][C:37]3[N:43]([CH2:44][CH3:45])[CH2:42][CH2:41][CH2:40][NH:39][C:38]=3[N:46]=2)[CH:31]=[CH:32][CH:33]=1.C(=O)(O)[O-].[Na+]. The catalyst is C1COCC1.CCOC(C)=O. The product is [Cl:27][C:28]1[CH:29]=[C:30]([C:34]2[CH:35]=[CH:36][C:37]3[N:43]([CH2:44][CH3:45])[CH2:42][CH2:41][CH2:40][N:39]([C:16]([NH:7][C:3]4[CH:2]=[N:1][CH:6]=[CH:5][CH:4]=4)=[O:18])[C:38]=3[N:46]=2)[CH:31]=[CH:32][CH:33]=1. The yield is 0.470. (2) The reactants are [Cl:1][C:2]1[CH:7]=[CH:6][CH:5]=[C:4]([O:8][CH3:9])[N:3]=1.C([Li])(C)(C)C.CN(C)[CH:17]=[O:18].C(=O)=O. The catalyst is O1CCCC1. The product is [Cl:1][C:2]1[N:3]=[C:4]([O:8][CH3:9])[C:5]([CH:17]=[O:18])=[CH:6][CH:7]=1. The yield is 0.920. (3) The reactants are [F:1][C:2]1[CH:3]=[C:4]([NH:10][C:11]2[C:16]([C:17]3[N:22]=[C:21]([CH3:23])[N:20]=[C:19]([N:24](CC4C=CC(OC)=CC=4)CC4C=CC(OC)=CC=4)[N:18]=3)=[CH:15][C:14]([CH:43]([C:45]3[CH:50]=[CH:49][C:48]([S:51]([CH3:54])(=[O:53])=[O:52])=[CH:47][CH:46]=3)[CH3:44])=[CH:13][N:12]=2)[CH:5]=[N:6][C:7]=1[O:8][CH3:9]. The catalyst is FC(F)(F)C(O)=O. The product is [F:1][C:2]1[CH:3]=[C:4]([NH:10][C:11]2[C:16]([C:17]3[N:22]=[C:21]([CH3:23])[N:20]=[C:19]([NH2:24])[N:18]=3)=[CH:15][C:14]([CH:43]([C:45]3[CH:50]=[CH:49][C:48]([S:51]([CH3:54])(=[O:52])=[O:53])=[CH:47][CH:46]=3)[CH3:44])=[CH:13][N:12]=2)[CH:5]=[N:6][C:7]=1[O:8][CH3:9]. The yield is 0.360. (4) The reactants are Br[C:2]1[CH:3]=[C:4]2[C:9](=[CH:10][CH:11]=1)[N:8]([C:12](=[O:14])[CH3:13])[C@@H:7]([CH:15]1[CH2:17][CH2:16]1)[C@H:6]([CH3:18])[C@H:5]2[NH:19][C:20]1[N:25]=[CH:24][CH:23]=[CH:22][N:21]=1.[O:26]=[C:27]1[NH:32][CH2:31][CH2:30][N:29]([C:33]([O:35][C:36]([CH3:39])([CH3:38])[CH3:37])=[O:34])[CH2:28]1.CN[C@@H]1CCCC[C@H]1NC.C([O-])([O-])=O.[K+].[K+]. The catalyst is O1CCOCC1.[Cu]I. The product is [C:12]([N:8]1[C:9]2[C:4](=[CH:3][C:2]([N:32]3[CH2:31][CH2:30][N:29]([C:33]([O:35][C:36]([CH3:38])([CH3:37])[CH3:39])=[O:34])[CH2:28][C:27]3=[O:26])=[CH:11][CH:10]=2)[C@H:5]([NH:19][C:20]2[N:25]=[CH:24][CH:23]=[CH:22][N:21]=2)[C@@H:6]([CH3:18])[C@@H:7]1[CH:15]1[CH2:16][CH2:17]1)(=[O:14])[CH3:13]. The yield is 0.310. (5) The reactants are [OH:1][C@@H:2]1[CH2:7][CH2:6][CH2:5][CH2:4][C@H:3]1[NH:8][C:9]1[S:10][C:11]2[CH:17]=[C:16]([CH2:18][N:19]3[C:23]4=[N:24][CH:25]=[C:26]([C:28]([O:30]C)=[O:29])[CH:27]=[C:22]4[N:21]=[CH:20]3)[CH:15]=[CH:14][C:12]=2[N:13]=1.Cl. The catalyst is C1COCC1.[Li+].[OH-]. The product is [OH:1][C@@H:2]1[CH2:7][CH2:6][CH2:5][CH2:4][C@H:3]1[NH:8][C:9]1[S:10][C:11]2[CH:17]=[C:16]([CH2:18][N:19]3[C:23]4=[N:24][CH:25]=[C:26]([C:28]([OH:30])=[O:29])[CH:27]=[C:22]4[N:21]=[CH:20]3)[CH:15]=[CH:14][C:12]=2[N:13]=1. The yield is 0.180. (6) The reactants are Cl[C:2]1[N:3]=[N+:4]([O-:15])[C:5]2[CH:11]=[C:10]3[O:12][CH2:13][CH2:14][C:9]3=[CH:8][C:6]=2[N:7]=1.[N:16]1([CH2:22][CH2:23][CH2:24][NH2:25])[CH2:21][CH2:20][O:19][CH2:18][CH2:17]1. The catalyst is COCCOC. The product is [N:16]1([CH2:22][CH2:23][CH2:24][NH:25][C:2]2[N:3]=[N+:4]([O-:15])[C:5]3[CH:11]=[C:10]4[O:12][CH2:13][CH2:14][C:9]4=[CH:8][C:6]=3[N:7]=2)[CH2:21][CH2:20][O:19][CH2:18][CH2:17]1. The yield is 0.850. (7) The yield is 0.650. The product is [N:17]1([CH2:2][CH2:3][CH2:4][O:5][C:6]2[CH:7]=[C:8]3[C:13](=[CH:14][CH:15]=2)[NH:12][C:11](=[O:16])[CH2:10][CH2:9]3)[CH2:21][CH2:20][CH2:19][CH2:18]1. The reactants are Cl[CH2:2][CH2:3][CH2:4][O:5][C:6]1[CH:7]=[C:8]2[C:13](=[CH:14][CH:15]=1)[NH:12][C:11](=[O:16])[CH2:10][CH2:9]2.[NH:17]1[CH2:21][CH2:20][CH2:19][CH2:18]1. The catalyst is CC(O)C.O. (8) The reactants are [CH2:1]([O:3][C:4]([C:6]1[C:7]([CH2:31][OH:32])=[C:8]2[C:13]([NH:14][C:15]3[CH:20]=[CH:19][C:18]([O:21][C:22]4[CH:27]=[CH:26][CH:25]=[CH:24][CH:23]=4)=[CH:17][CH:16]=3)=[C:12]([C:28]#[N:29])[CH:11]=[N:10][N:9]2[CH:30]=1)=[O:5])[CH3:2]. The catalyst is C(Cl)(Cl)Cl.O=[Mn]=O. The product is [CH2:1]([O:3][C:4]([C:6]1[C:7]([CH:31]=[O:32])=[C:8]2[C:13]([NH:14][C:15]3[CH:16]=[CH:17][C:18]([O:21][C:22]4[CH:27]=[CH:26][CH:25]=[CH:24][CH:23]=4)=[CH:19][CH:20]=3)=[C:12]([C:28]#[N:29])[CH:11]=[N:10][N:9]2[CH:30]=1)=[O:5])[CH3:2]. The yield is 0.940. (9) The reactants are [NH2:1][C:2]1[CH:7]=[CH:6][C:5]([N:8]2[CH:13]=[CH:12][CH:11]=[CH:10][C:9]2=[O:14])=[CH:4][C:3]=1[F:15].C(=O)([O-])[O-].[K+].[K+].[C:22](Cl)(=[O:26])[C:23]([CH3:25])=[CH2:24]. The catalyst is O1CCCC1.O.[Cl-].[Na+].O. The product is [F:15][C:3]1[CH:4]=[C:5]([N:8]2[CH:13]=[CH:12][CH:11]=[CH:10][C:9]2=[O:14])[CH:6]=[CH:7][C:2]=1[NH:1][C:22](=[O:26])[C:23]([CH3:25])=[CH2:24]. The yield is 0.660.